This data is from NCI-60 drug combinations with 297,098 pairs across 59 cell lines. The task is: Regression. Given two drug SMILES strings and cell line genomic features, predict the synergy score measuring deviation from expected non-interaction effect. (1) Drug 1: C1C(C(OC1N2C=C(C(=O)NC2=O)F)CO)O. Drug 2: CC1CCC2CC(C(=CC=CC=CC(CC(C(=O)C(C(C(=CC(C(=O)CC(OC(=O)C3CCCCN3C(=O)C(=O)C1(O2)O)C(C)CC4CCC(C(C4)OC)OCCO)C)C)O)OC)C)C)C)OC. Cell line: SF-539. Synergy scores: CSS=33.8, Synergy_ZIP=-6.27, Synergy_Bliss=-5.14, Synergy_Loewe=-15.0, Synergy_HSA=-6.15. (2) Drug 1: C1=NC2=C(N1)C(=S)N=C(N2)N. Drug 2: C1=CN(C(=O)N=C1N)C2C(C(C(O2)CO)O)O.Cl. Cell line: SF-268. Synergy scores: CSS=23.2, Synergy_ZIP=-8.36, Synergy_Bliss=-0.277, Synergy_Loewe=-20.6, Synergy_HSA=0.727. (3) Synergy scores: CSS=20.4, Synergy_ZIP=6.10, Synergy_Bliss=5.33, Synergy_Loewe=-3.81, Synergy_HSA=1.13. Drug 2: COC1=C2C(=CC3=C1OC=C3)C=CC(=O)O2. Cell line: NCI/ADR-RES. Drug 1: COC1=C(C=C2C(=C1)N=CN=C2NC3=CC(=C(C=C3)F)Cl)OCCCN4CCOCC4. (4) Drug 1: CN1CCC(CC1)COC2=C(C=C3C(=C2)N=CN=C3NC4=C(C=C(C=C4)Br)F)OC. Drug 2: CN(C)C1=NC(=NC(=N1)N(C)C)N(C)C. Cell line: SN12C. Synergy scores: CSS=14.9, Synergy_ZIP=4.30, Synergy_Bliss=5.58, Synergy_Loewe=-9.82, Synergy_HSA=4.76.